From a dataset of Full USPTO retrosynthesis dataset with 1.9M reactions from patents (1976-2016). Predict the reactants needed to synthesize the given product. Given the product [N:20]1[CH:25]=[CH:24][C:23]([C:26]2[C:34]3[C:29](=[CH:30][CH:31]=[C:32]([C:2]4[CH:3]=[N:4][N:5]([CH:7]5[CH2:12][CH2:11][CH2:10][N:9]([C:13]([O:15][C:16]([CH3:19])([CH3:18])[CH3:17])=[O:14])[CH2:8]5)[CH:6]=4)[CH:33]=3)[N:28]([C:44]([C:51]3[CH:52]=[CH:53][CH:54]=[CH:55][CH:56]=3)([C:45]3[CH:46]=[CH:47][CH:48]=[CH:49][CH:50]=3)[C:57]3[CH:62]=[CH:61][CH:60]=[CH:59][CH:58]=3)[N:27]=2)=[CH:22][CH:21]=1, predict the reactants needed to synthesize it. The reactants are: Br[C:2]1[CH:3]=[N:4][N:5]([CH:7]2[CH2:12][CH2:11][CH2:10][N:9]([C:13]([O:15][C:16]([CH3:19])([CH3:18])[CH3:17])=[O:14])[CH2:8]2)[CH:6]=1.[N:20]1[CH:25]=[CH:24][C:23]([C:26]2[C:34]3[C:29](=[CH:30][CH:31]=[C:32](B4OC(C)(C)C(C)(C)O4)[CH:33]=3)[N:28]([C:44]([C:57]3[CH:62]=[CH:61][CH:60]=[CH:59][CH:58]=3)([C:51]3[CH:56]=[CH:55][CH:54]=[CH:53][CH:52]=3)[C:45]3[CH:50]=[CH:49][CH:48]=[CH:47][CH:46]=3)[N:27]=2)=[CH:22][CH:21]=1.P([O-])([O-])([O-])=O.[K+].[K+].[K+].